Dataset: Forward reaction prediction with 1.9M reactions from USPTO patents (1976-2016). Task: Predict the product of the given reaction. Given the reactants [C:1]([O:5][C:6](=[O:41])[NH:7][CH:8]1[CH2:13][CH2:12][CH:11]([NH:14][C:15](=[O:40])[C:16]2[CH:21]=[C:20]([O:22][C:23]3[CH:28]=[CH:27][C:26]([C:29]#[N:30])=[CH:25][CH:24]=3)[CH:19]=[C:18]([O:31][C:32]3[CH:37]=[CH:36][C:35]([C:38]#[N:39])=[CH:34][CH:33]=3)[CH:17]=2)[CH2:10][CH2:9]1)([CH3:4])([CH3:3])[CH3:2], predict the reaction product. The product is: [C:1]([O:5][C:6](=[O:41])[NH:7][CH:8]1[CH2:13][CH2:12][CH:11]([NH:14][C:15](=[O:40])[C:16]2[CH:17]=[C:18]([O:31][C:32]3[CH:37]=[CH:36][C:35]([CH2:38][NH2:39])=[CH:34][CH:33]=3)[CH:19]=[C:20]([O:22][C:23]3[CH:28]=[CH:27][C:26]([CH2:29][NH2:30])=[CH:25][CH:24]=3)[CH:21]=2)[CH2:10][CH2:9]1)([CH3:4])([CH3:2])[CH3:3].